From a dataset of Reaction yield outcomes from USPTO patents with 853,638 reactions. Predict the reaction yield, written as a fraction of the theoretical maximum amount of product (1.0 means a 100% yield; for example, 0.34 means a 34% yield). (1) The reactants are C(O[C:4]1[C:9]([C:10]2[NH:11][C:12](=[O:22])[C:13]3[C:14](=[C:16]([CH2:20][CH3:21])[N:17]([CH3:19])[N:18]=3)[N:15]=2)=[CH:8][C:7]([S:23]([N:26]2[CH2:31][CH2:30][N:29]([CH2:32][CH3:33])[CH2:28][CH2:27]2)(=[O:25])=[O:24])=[CH:6][N:5]=1)C.C[Si]([N-][Si](C)(C)C)(C)C.[K+].[CH3:44][C@@H:45]([OH:48])[CH2:46][CH3:47]. No catalyst specified. The product is [CH2:20]([C:16]1[N:17]([CH3:19])[N:18]=[C:13]2[C:12](=[O:22])[NH:11][C:10]([C:9]3[C:4]([O:48][C@H:45]([CH3:44])[CH2:46][CH3:47])=[N:5][CH:6]=[C:7]([S:23]([N:26]4[CH2:27][CH2:28][N:29]([CH2:32][CH3:33])[CH2:30][CH2:31]4)(=[O:25])=[O:24])[CH:8]=3)=[N:15][C:14]=12)[CH3:21]. The yield is 0.170. (2) The reactants are [N+:1]([C:4]1[CH:39]=[CH:38][C:7]([C:8]([O:10][CH2:11][CH2:12][CH2:13][CH2:14][C@H:15]([OH:37])[CH2:16][O:17][C:18]([C:31]2[CH:36]=[CH:35][CH:34]=[CH:33][CH:32]=2)([C:25]2[CH:30]=[CH:29][CH:28]=[CH:27][CH:26]=2)[C:19]2[CH:24]=[CH:23][CH:22]=[CH:21][CH:20]=2)=[O:9])=[CH:6][CH:5]=1)([O-:3])=[O:2].N1C=CN=C1.[Si:45](Cl)([C:58]([CH3:61])([CH3:60])[CH3:59])([C:52]1[CH:57]=[CH:56][CH:55]=[CH:54][CH:53]=1)[C:46]1[CH:51]=[CH:50][CH:49]=[CH:48][CH:47]=1.O. The catalyst is CN(C)C=O. The product is [N+:1]([C:4]1[CH:5]=[CH:6][C:7]([C:8]([O:10][CH2:11][CH2:12][CH2:13][CH2:14][C@H:15]([O:37][Si:45]([C:58]([CH3:61])([CH3:60])[CH3:59])([C:52]2[CH:53]=[CH:54][CH:55]=[CH:56][CH:57]=2)[C:46]2[CH:51]=[CH:50][CH:49]=[CH:48][CH:47]=2)[CH2:16][O:17][C:18]([C:31]2[CH:32]=[CH:33][CH:34]=[CH:35][CH:36]=2)([C:19]2[CH:24]=[CH:23][CH:22]=[CH:21][CH:20]=2)[C:25]2[CH:26]=[CH:27][CH:28]=[CH:29][CH:30]=2)=[O:9])=[CH:38][CH:39]=1)([O-:3])=[O:2]. The yield is 0.510. (3) The reactants are [F:1][C:2]([F:22])([F:21])[C:3]1[CH:4]=[C:5]([CH:14]=[C:15]([C:17]([F:20])([F:19])[F:18])[CH:16]=1)[CH2:6][N:7]1[C:11](=[O:12])[CH2:10][S:9][C:8]1=[O:13].C1(C)C=CC=CC=1.[Cl:30][C:31]1[CH:38]=[C:35]([CH:36]=O)[C:34]([OH:39])=[CH:33][CH:32]=1. The catalyst is N1CCCCC1.C(O)(=O)C.O. The product is [Cl:30][C:31]1[CH:32]=[CH:33][C:34]([OH:39])=[C:35]([CH:38]=1)[CH:36]=[C:10]1[S:9][C:8](=[O:13])[N:7]([CH2:6][C:5]2[CH:4]=[C:3]([C:2]([F:1])([F:21])[F:22])[CH:16]=[C:15]([C:17]([F:18])([F:19])[F:20])[CH:14]=2)[C:11]1=[O:12]. The yield is 0.620. (4) The reactants are Br[C:2]1[CH:7]=[CH:6][C:5](/[CH:8]=[CH:9]/[C:10]2[NH:11][CH:12]=[C:13]([C:15]3[CH:20]=[CH:19][C:18]([Cl:21])=[CH:17][C:16]=3[Cl:22])[N:14]=2)=[CH:4][CH:3]=1.[CH3:23][O:24][C:25]1[CH:30]=[C:29]([O:31][CH3:32])[CH:28]=[CH:27][C:26]=1B(O)O. No catalyst specified. The yield is 0.490. The product is [Cl:22][C:16]1[CH:17]=[C:18]([Cl:21])[CH:19]=[CH:20][C:15]=1[C:13]1[N:14]=[C:10](/[CH:9]=[CH:8]/[C:5]2[CH:6]=[CH:7][C:2]([C:28]3[CH:27]=[CH:26][C:25]([O:24][CH3:23])=[CH:30][C:29]=3[O:31][CH3:32])=[CH:3][CH:4]=2)[NH:11][CH:12]=1. (5) The reactants are [CH:1]1([C:4]([NH:6][C:7]2[CH:12]=[C:11]([O:13][C:14]3[C:19]([F:20])=[CH:18][C:17]([NH:21][C:22]([C:24]4[C:25](=[O:40])[N:26]([C:33]5[CH:38]=[CH:37][C:36]([F:39])=[CH:35][CH:34]=5)[CH:27]=[CH:28][C:29]=4[O:30][CH2:31][CH3:32])=[O:23])=[C:16]([F:41])[CH:15]=3)[CH:10]=[CH:9][N:8]=2)=[O:5])[CH2:3][CH2:2]1.[CH3:42][S:43]([OH:46])(=[O:45])=[O:44].CCOCC. The catalyst is CC#N. The product is [CH3:42][S:43]([OH:46])(=[O:45])=[O:44].[CH:1]1([C:4]([NH:6][C:7]2[CH:12]=[C:11]([O:13][C:14]3[C:19]([F:20])=[CH:18][C:17]([NH:21][C:22]([C:24]4[C:25](=[O:40])[N:26]([C:33]5[CH:34]=[CH:35][C:36]([F:39])=[CH:37][CH:38]=5)[CH:27]=[CH:28][C:29]=4[O:30][CH2:31][CH3:32])=[O:23])=[C:16]([F:41])[CH:15]=3)[CH:10]=[CH:9][N:8]=2)=[O:5])[CH2:3][CH2:2]1. The yield is 0.440. (6) The reactants are [Br:1][C:2]1[CH:3]=[C:4]([C:7]([O:9][CH3:10])=[O:8])[O:5][CH:6]=1.C1C(=O)N([Cl:18])C(=O)C1. The catalyst is CN(C)C=O. The product is [Br:1][C:2]1[CH:3]=[C:4]([C:7]([O:9][CH3:10])=[O:8])[O:5][C:6]=1[Cl:18]. The yield is 0.750. (7) The reactants are [CH2:1]([Sn](CCCC)(CCCC)C=C)[CH2:2]CC.Br[C:17]1[CH:18]=[CH:19][C:20]([NH:23][C:24](=[O:29])[C:25]([CH3:28])([CH3:27])[CH3:26])=[N:21][CH:22]=1. The catalyst is C1(C)C=CC=CC=1.C1C=CC([P]([Pd]([P](C2C=CC=CC=2)(C2C=CC=CC=2)C2C=CC=CC=2)([P](C2C=CC=CC=2)(C2C=CC=CC=2)C2C=CC=CC=2)[P](C2C=CC=CC=2)(C2C=CC=CC=2)C2C=CC=CC=2)(C2C=CC=CC=2)C2C=CC=CC=2)=CC=1. The product is [CH:1]([C:17]1[CH:18]=[CH:19][C:20]([NH:23][C:24](=[O:29])[C:25]([CH3:28])([CH3:27])[CH3:26])=[N:21][CH:22]=1)=[CH2:2]. The yield is 0.800.